Dataset: Reaction yield outcomes from USPTO patents with 853,638 reactions. Task: Predict the reaction yield, written as a fraction of the theoretical maximum amount of product (1.0 means a 100% yield; for example, 0.34 means a 34% yield). (1) The catalyst is O.CO. The reactants are C[N:2]([CH3:19])[CH:3]=[CH:4][C:5]([C:7]1[CH:8]=[C:9]([N:13]([CH2:17][CH3:18])[C:14](=[O:16])[CH3:15])[CH:10]=[CH:11][CH:12]=1)=O.N[C:21]1[C:25]([C:26]#[N:27])=C[NH:23][N:22]=1.Cl. The product is [CH3:18][CH2:17][N:13]([C:14]([CH3:15])=[O:16])[C:9]1[CH:10]=[CH:11][CH:12]=[C:7]([C:5]2[N:23]3[N:22]=[CH:21][C:25]([C:26]#[N:27])=[C:19]3[N:2]=[CH:3][CH:4]=2)[CH:8]=1. The yield is 0.941. (2) No catalyst specified. The product is [F:27][C:13]([F:12])([F:26])[C:14]1[CH:15]=[C:16](/[CH:20]=[CH:21]/[S:22]([NH:1][C:2]2[CH:7]=[CH:6][CH:5]=[CH:4][C:3]=2[S:8]([NH2:11])(=[O:9])=[O:10])(=[O:23])=[O:24])[CH:17]=[CH:18][CH:19]=1. The reactants are [NH2:1][C:2]1[CH:7]=[CH:6][CH:5]=[CH:4][C:3]=1[S:8]([NH2:11])(=[O:10])=[O:9].[F:12][C:13]([F:27])([F:26])[C:14]1[CH:15]=[C:16](/[CH:20]=[CH:21]/[S:22](Cl)(=[O:24])=[O:23])[CH:17]=[CH:18][CH:19]=1. The yield is 0.370. (3) The reactants are [Cl:1][C:2]1[CH:7]=[CH:6][C:5]([CH2:8][C:9](N)=[O:10])=[CH:4][C:3]=1[N+:12]([O-:14])=[O:13].[CH3:15][OH:16]. No catalyst specified. The product is [CH3:15][O:16][C:9](=[O:10])[CH2:8][C:5]1[CH:6]=[CH:7][C:2]([Cl:1])=[C:3]([N+:12]([O-:14])=[O:13])[CH:4]=1. The yield is 0.890.